From a dataset of Catalyst prediction with 721,799 reactions and 888 catalyst types from USPTO. Predict which catalyst facilitates the given reaction. (1) Reactant: Br[C:2]1[N:7]=[C:6]([C:8]#[N:9])[CH:5]=[CH:4][CH:3]=1.[OH:10][CH:11]1[CH2:16][CH2:15][N:14]([C:17]([O:19][C:20]([CH3:23])([CH3:22])[CH3:21])=[O:18])[CH2:13][CH2:12]1.C(P(C(C)(C)C)C1C=CC=CC=1C1C=CC=CC=1)(C)(C)C. Product: [C:8]([C:6]1[N:7]=[C:2]([O:10][CH:11]2[CH2:12][CH2:13][N:14]([C:17]([O:19][C:20]([CH3:23])([CH3:22])[CH3:21])=[O:18])[CH2:15][CH2:16]2)[CH:3]=[CH:4][CH:5]=1)#[N:9]. The catalyst class is: 222. (2) Reactant: [CH2:1]([O:8][CH2:9][C@@H:10]1[O:18][CH2:17][C@:13]2([C:19]3[CH:24]=[C:23]([Br:25])[C:22]([F:26])=[CH:21][C:20]=3[F:27])[NH:14][O:15][CH2:16][C@@H:12]2[CH2:11]1)[C:2]1[CH:7]=[CH:6][CH:5]=[CH:4][CH:3]=1.[I-].[Sm+3].[I-].[I-].O.O.O.O.O.S([O-])([O-])(=O)=S.[Na+].[Na+]. Product: [NH2:14][C@@:13]1([C:19]2[CH:24]=[C:23]([Br:25])[C:22]([F:26])=[CH:21][C:20]=2[F:27])[CH2:17][O:18][C@@H:10]([CH2:9][O:8][CH2:1][C:2]2[CH:7]=[CH:6][CH:5]=[CH:4][CH:3]=2)[CH2:11][C@H:12]1[CH2:16][OH:15]. The catalyst class is: 217. (3) Reactant: [C:1]12([CH2:11][C:12](Cl)=[O:13])[CH2:10][CH:5]3[CH2:6][CH:7]([CH2:9][CH:3]([CH2:4]3)[CH2:2]1)[CH2:8]2.C(N(CC)CC)C.[S:22]1[CH:26]=[CH:25][CH:24]=[C:23]1[CH2:27][CH2:28][NH2:29]. Product: [C:1]12([CH2:11][C:12]([NH:29][CH2:28][CH2:27][C:23]3[S:22][CH:26]=[CH:25][CH:24]=3)=[O:13])[CH2:10][CH:5]3[CH2:6][CH:7]([CH2:9][CH:3]([CH2:4]3)[CH2:2]1)[CH2:8]2. The catalyst class is: 2. (4) Product: [C:21]([O:25][C:26]([N:9]([CH2:8][C:7]1[C:6]([CH2:18][OH:19])=[CH:5][N:4]=[C:3]([CH3:20])[C:2]=1[OH:1])[CH2:10][CH2:11][CH2:12][CH2:13][CH2:14][C:15]([OH:17])=[O:16])=[O:27])([CH3:24])([CH3:23])[CH3:22]. Reactant: [OH:1][C:2]1[C:3]([CH3:20])=[N:4][CH:5]=[C:6]([CH2:18][OH:19])[C:7]=1[CH2:8][NH:9][CH2:10][CH2:11][CH2:12][CH2:13][CH2:14][C:15]([OH:17])=[O:16].[C:21]([O:25][C:26](O[C:26]([O:25][C:21]([CH3:24])([CH3:23])[CH3:22])=[O:27])=[O:27])([CH3:24])([CH3:23])[CH3:22]. The catalyst class is: 169. (5) Reactant: C(OC([NH:8][C:9]([CH3:14])([CH3:13])[C:10]([OH:12])=O)=O)(C)(C)C.CCN=C=NCCCN(C)C.Cl.C1C=CC2N(O)N=NC=2C=1.CCN(C(C)C)C(C)C.[CH3:46][N:47]1[CH2:52][CH2:51][NH:50][CH2:49][CH2:48]1.Cl. Product: [NH2:8][C:9]([CH3:13])([CH3:14])[C:10]([N:50]1[CH2:51][CH2:52][N:47]([CH3:46])[CH2:48][CH2:49]1)=[O:12]. The catalyst class is: 49. (6) Product: [Cl:19][C:16]1[CH:15]=[CH:14][C:13]([C:12]2[N:8]([C:3]3[CH:4]=[CH:5][CH:6]=[CH:7][C:2]=3[Cl:1])[N:9]=[C:10]3[C:25](=[O:27])[N:21]([CH:22]([CH3:23])[CH3:24])[CH2:20][C:11]=23)=[CH:18][CH:17]=1. Reactant: [Cl:1][C:2]1[CH:7]=[CH:6][CH:5]=[CH:4][C:3]=1[N:8]1[C:12]([C:13]2[CH:18]=[CH:17][C:16]([Cl:19])=[CH:15][CH:14]=2)=[C:11]([CH2:20][NH:21][CH:22]([CH3:24])[CH3:23])[C:10]([C:25]([OH:27])=O)=[N:9]1.C(Cl)CCl.C1C=NC2N(O)N=NC=2C=1.C(N(CC)CC)C. The catalyst class is: 2.